Dataset: Full USPTO retrosynthesis dataset with 1.9M reactions from patents (1976-2016). Task: Predict the reactants needed to synthesize the given product. (1) Given the product [C:1]([O:5][C:6]([N:8]1[CH2:9][CH2:10][CH:11]([N:14]([CH2:15][C:16]2[C:21]([CH3:22])=[CH:20][C:19]([Cl:23])=[CH:18][N:17]=2)[CH2:33][C:28]2[C:27]([CH:24]([CH3:26])[CH3:25])=[CH:32][CH:31]=[CH:30][N:29]=2)[CH2:12][CH2:13]1)=[O:7])([CH3:4])([CH3:3])[CH3:2], predict the reactants needed to synthesize it. The reactants are: [C:1]([O:5][C:6]([N:8]1[CH2:13][CH2:12][CH:11]([NH:14][CH2:15][C:16]2[C:21]([CH3:22])=[CH:20][C:19]([Cl:23])=[CH:18][N:17]=2)[CH2:10][CH2:9]1)=[O:7])([CH3:4])([CH3:3])[CH3:2].[CH:24]([C:27]1[C:28]([CH:33]=O)=[N:29][CH:30]=[CH:31][CH:32]=1)([CH3:26])[CH3:25].[BH-](OC(C)=O)(OC(C)=O)OC(C)=O.[Na+]. (2) Given the product [Si:1]([O:18][CH:19]1[CH2:20][N:21]([C:23]([C:25]2[N:26]=[C:27]([N:30]3[CH2:33][CH:32]([O:34][S:36]([CH3:35])(=[O:38])=[O:37])[CH2:31]3)[O:28][CH:29]=2)=[O:24])[CH2:22]1)([C:14]([CH3:15])([CH3:17])[CH3:16])([C:2]1[CH:3]=[CH:4][CH:5]=[CH:6][CH:7]=1)[C:8]1[CH:13]=[CH:12][CH:11]=[CH:10][CH:9]=1, predict the reactants needed to synthesize it. The reactants are: [Si:1]([O:18][CH:19]1[CH2:22][N:21]([C:23]([C:25]2[N:26]=[C:27]([N:30]3[CH2:33][CH:32]([OH:34])[CH2:31]3)[O:28][CH:29]=2)=[O:24])[CH2:20]1)([C:14]([CH3:17])([CH3:16])[CH3:15])([C:8]1[CH:13]=[CH:12][CH:11]=[CH:10][CH:9]=1)[C:2]1[CH:7]=[CH:6][CH:5]=[CH:4][CH:3]=1.[CH3:35][S:36](Cl)(=[O:38])=[O:37].C(N(CC)CC)C. (3) Given the product [O:64]1[C:65]2[CH:66]=[CH:67][C:59]([CH2:58][NH:68][C:14]([C:13]3[CH:12]=[N:11][N:10]4[C@H:5]([C:1]([CH3:2])([CH3:3])[CH3:4])[CH2:6][C@H:7]([C:17]5[CH:22]=[CH:21][C:20]([CH2:23][CH3:24])=[CH:19][CH:18]=5)[NH:8][C:9]=34)=[O:16])=[CH:60][C:61]=2[O:62][CH2:63]1, predict the reactants needed to synthesize it. The reactants are: [C:1]([C@H:5]1[N:10]2[N:11]=[CH:12][C:13]([C:14]([OH:16])=O)=[C:9]2[NH:8][C@@H:7]([C:17]2[CH:22]=[CH:21][C:20]([CH2:23][CH3:24])=[CH:19][CH:18]=2)[CH2:6]1)([CH3:4])([CH3:3])[CH3:2].CN(C(ON1N=NC2C=CC=NC1=2)=[N+](C)C)C.F[P-](F)(F)(F)(F)F.C(N(CC)C(C)C)(C)C.[CH2:58]([NH2:68])[C:59]1[CH:67]=[CH:66][C:65]2[O:64][CH2:63][O:62][C:61]=2[CH:60]=1. (4) Given the product [CH2:17]([O:1][C:2]1[CH:3]=[C:4]([CH:10]=[CH:11][CH:12]=1)[C:5]([OH:7])=[O:6])[CH2:16][CH:15]=[CH2:14], predict the reactants needed to synthesize it. The reactants are: [OH:1][C:2]1[CH:3]=[C:4]([CH:10]=[CH:11][CH:12]=1)[C:5]([O:7]CC)=[O:6].Br[CH2:14][CH2:15][CH:16]=[CH2:17].C(=O)([O-])[O-].[K+].[K+]. (5) Given the product [Cl:1][C:2]1[CH:3]=[C:4]([O:8][C:9]2[CH:14]=[CH:13][C:12]([CH2:15][O:16][C:19]3[CH:20]=[C:21]4[N:28]([CH3:29])[C@@H:27]([CH3:30])[CH2:26][N:22]4[C:23](=[O:25])[N:24]=3)=[CH:11][C:10]=2[F:17])[CH:5]=[N:6][CH:7]=1, predict the reactants needed to synthesize it. The reactants are: [Cl:1][C:2]1[CH:3]=[C:4]([O:8][C:9]2[CH:14]=[CH:13][C:12]([CH2:15][OH:16])=[CH:11][C:10]=2[F:17])[CH:5]=[N:6][CH:7]=1.Cl[C:19]1[CH:20]=[C:21]2[N:28]([CH3:29])[C@@H:27]([CH3:30])[CH2:26][N:22]2[C:23](=[O:25])[N:24]=1. (6) The reactants are: [CH3:1][NH:2][C:3]1[C:4]([NH2:12])=[CH:5][C:6]([N+:9]([O-:11])=[O:10])=[CH:7][CH:8]=1.[CH:13](OC)(OC)OC.[C:20]([OH:26])([C:22]([F:25])([F:24])[F:23])=[O:21]. Given the product [CH3:1][N:2]1[C:3]2[CH:8]=[CH:7][C:6]([N+:9]([O-:11])=[O:10])=[CH:5][C:4]=2[N:12]=[CH:13]1.[C:20]([OH:26])([C:22]([F:25])([F:24])[F:23])=[O:21], predict the reactants needed to synthesize it. (7) Given the product [CH3:1][O:2][C:3]1[CH:4]=[C:5]2[C:10](=[CH:11][C:12]=1[O:13][CH3:14])[CH:9]([CH2:15][C:16]1[CH:21]=[CH:20][CH:19]=[C:18]([O:22][CH3:23])[CH:17]=1)[N:8]([CH:25]([C:30]1[CH:35]=[CH:34][CH:33]=[CH:32][CH:31]=1)[C:26]([OH:28])=[O:27])[CH2:7][CH2:6]2, predict the reactants needed to synthesize it. The reactants are: [CH3:1][O:2][C:3]1[CH:4]=[C:5]2[C:10](=[CH:11][C:12]=1[O:13][CH3:14])[CH:9]([CH2:15][C:16]1[CH:21]=[CH:20][CH:19]=[C:18]([O:22][CH3:23])[CH:17]=1)[NH:8][CH2:7][CH2:6]2.Br[CH:25]([C:30]1[CH:35]=[CH:34][CH:33]=[CH:32][CH:31]=1)[C:26]([O:28]C)=[O:27]. (8) Given the product [Cl:18][C:19]1[CH:27]=[C:26]([F:28])[CH:25]=[CH:24][C:20]=1[C:21]([NH:8][C:7]1[CH:6]=[CH:5][CH:4]=[C:3]([N:9]([CH3:17])[CH:10]2[CH2:15][CH2:14][N:13]([CH3:16])[CH2:12][CH2:11]2)[C:2]=1[F:1])=[O:22], predict the reactants needed to synthesize it. The reactants are: [F:1][C:2]1[C:7]([NH2:8])=[CH:6][CH:5]=[CH:4][C:3]=1[N:9]([CH3:17])[CH:10]1[CH2:15][CH2:14][N:13]([CH3:16])[CH2:12][CH2:11]1.[Cl:18][C:19]1[CH:27]=[C:26]([F:28])[CH:25]=[CH:24][C:20]=1[C:21](Cl)=[O:22]. (9) Given the product [Br:44][C:45]1[CH:46]=[C:47]2[C:52](=[CH:53][C:54]=1[O:43][CH2:42][C:38]1[CH:37]=[N:36][CH:41]=[CH:40][CH:39]=1)[N:51]=[C:50]([NH:56][C:57]1[CH:62]=[CH:61][CH:60]=[C:59]([CH2:63][N:64]3[CH2:65][CH2:66][O:67][CH2:68][CH2:69]3)[CH:58]=1)[N:49]=[CH:48]2, predict the reactants needed to synthesize it. The reactants are: C1(P(C2C=CC=CC=2)C2C=CC=CC=2)C=CC=CC=1.CC(OC(/N=N/C(OC(C)(C)C)=O)=O)(C)C.[N:36]1[CH:41]=[CH:40][CH:39]=[C:38]([CH2:42][OH:43])[CH:37]=1.[Br:44][C:45]1[CH:46]=[C:47]2[C:52](=[CH:53][C:54]=1O)[N:51]=[C:50]([NH:56][C:57]1[CH:62]=[CH:61][CH:60]=[C:59]([CH2:63][N:64]3[CH2:69][CH2:68][O:67][CH2:66][CH2:65]3)[CH:58]=1)[N:49]=[CH:48]2.